From a dataset of Retrosynthesis with 50K atom-mapped reactions and 10 reaction types from USPTO. Predict the reactants needed to synthesize the given product. (1) Given the product COc1cc(Nc2cc(Oc3cccnc3-c3cccc(C)n3)ccn2)cc(OC)c1OC, predict the reactants needed to synthesize it. The reactants are: COc1cc(N)cc(OC)c1OC.Cc1cccc(-c2ncccc2Oc2ccnc(Cl)c2)n1. (2) Given the product COc1ccc(C(=O)Nc2ccc(C(C)(C)C#N)cc2)c(Cl)c1OC, predict the reactants needed to synthesize it. The reactants are: CC(C)(C#N)c1ccc(N)cc1.COc1ccc(C(=O)O)c(Cl)c1OC. (3) Given the product COc1ccc(C=CC(=O)N2CCN(C(c3ccc(F)cc3)c3ccc(F)cc3)CC2)c(OC)c1, predict the reactants needed to synthesize it. The reactants are: COc1ccc(C=CC(=O)O)c(OC)c1.Fc1ccc(C(c2ccc(F)cc2)N2CCNCC2)cc1. (4) Given the product CCOC(=O)OCCCCCCNc1ncnc(CC)c1Cl, predict the reactants needed to synthesize it. The reactants are: CCOC(=O)Cl.CCc1ncnc(NCCCCCCO)c1Cl. (5) Given the product CCCCc1nc(C(C)O)c(C#N)n1Cc1ccc(-c2ccccc2C(=O)OC(C)(C)C)cc1, predict the reactants needed to synthesize it. The reactants are: CCCCc1nc(C(C)=O)c(C#N)n1Cc1ccc(-c2ccccc2C(=O)OC(C)(C)C)cc1. (6) Given the product CCOC(=O)c1oc(SC)c2c1CCc1sc(-c3ccccc3)nc1-2, predict the reactants needed to synthesize it. The reactants are: CCOC(=O)c1oc(SC)c2c1CCC(Br)C2=O.NC(=S)c1ccccc1.